From a dataset of Forward reaction prediction with 1.9M reactions from USPTO patents (1976-2016). Predict the product of the given reaction. (1) Given the reactants N1C=CC=CC=1.[CH2:7]([S:9]([C:12]1[CH:13]=[CH:14][C:15](C)=[C:16]([NH:18][C:19]2[O:20][C:21]([C:24]3[CH:25]=[C:26]([OH:30])[CH:27]=[CH:28][CH:29]=3)=[CH:22][N:23]=2)[CH:17]=1)(=[O:11])=[O:10])[CH3:8].[C:32]1(B(O)O)[CH:37]=[CH:36][CH:35]=[CH:34][CH:33]=1.ClCCl.[CH2:44]([O:46]CC)C, predict the reaction product. The product is: [CH2:7]([S:9]([C:12]1[CH:13]=[CH:14][C:15]([O:46][CH3:44])=[C:16]([NH:18][C:19]2[O:20][C:21]([C:24]3[CH:29]=[CH:28][CH:27]=[C:26]([O:30][C:32]4[CH:37]=[CH:36][CH:35]=[CH:34][CH:33]=4)[CH:25]=3)=[CH:22][N:23]=2)[CH:17]=1)(=[O:11])=[O:10])[CH3:8]. (2) Given the reactants [Cl:1][C:2]1[C:7]([F:8])=[C:6]([CH:9]=O)[CH:5]=[CH:4][N:3]=1.Cl.[NH2:12][OH:13].C([O-])(=O)C.[NH4+], predict the reaction product. The product is: [Cl:1][C:2]1[C:7]([F:8])=[C:6]([CH:9]=[N:12][OH:13])[CH:5]=[CH:4][N:3]=1. (3) The product is: [NH2:16][C:3]1[C:2]([NH2:1])=[CH:7][C:6]([N:8]2[CH2:12][CH2:11][CH2:10][C@@H:9]2[CH2:13][OH:14])=[C:5]([Cl:15])[CH:4]=1. Given the reactants [NH2:1][C:2]1[C:3]([N+:16]([O-])=O)=[CH:4][C:5]([Cl:15])=[C:6]([N:8]2[CH2:12][CH2:11][CH2:10][C@@H:9]2[CH2:13][OH:14])[CH:7]=1, predict the reaction product. (4) The product is: [Br:1][CH2:2][CH2:3][O:4][P:5]([O:6][CH2:7][CH2:8][C:9]#[N:10])([O:43][CH2:42][C@H:41]([O:44][CH:45]1[CH2:50][CH2:49][CH2:48][CH2:47][O:46]1)[CH2:40][O:39][CH2:38][CH2:37][CH2:36][CH2:35][CH2:34][CH2:33][CH2:32][CH2:31][CH2:30][CH2:29][CH2:28][CH2:27][CH2:26][CH2:25][CH2:24][CH2:23][S:22][C:18]([CH3:21])([CH3:19])[CH3:20])=[O:53]. Given the reactants [Br:1][CH2:2][CH2:3][O:4][P:5](N(C(C)C)C(C)C)[O:6][CH2:7][CH2:8][C:9]#[N:10].[C:18]([S:22][CH2:23][CH2:24][CH2:25][CH2:26][CH2:27][CH2:28][CH2:29][CH2:30][CH2:31][CH2:32][CH2:33][CH2:34][CH2:35][CH2:36][CH2:37][CH2:38][O:39][CH2:40][C@@H:41]([O:44][CH:45]1[CH2:50][CH2:49][CH2:48][CH2:47][O:46]1)[CH2:42][OH:43])([CH3:21])([CH3:20])[CH3:19].II.[O-:53]S([O-])(=S)=O.[Na+].[Na+], predict the reaction product. (5) The product is: [S:11]([N:8]1[C:5]2=[N:6][CH:7]=[C:2]([NH:22][C:21](=[O:28])[O:23][C:24]([CH3:27])([CH3:26])[CH3:25])[N:3]=[C:4]2[CH:10]=[CH:9]1)([C:14]1[CH:20]=[CH:19][C:17]([CH3:18])=[CH:16][CH:15]=1)(=[O:13])=[O:12]. Given the reactants Br[C:2]1[N:3]=[C:4]2[CH:10]=[CH:9][N:8]([S:11]([C:14]3[CH:20]=[CH:19][C:17]([CH3:18])=[CH:16][CH:15]=3)(=[O:13])=[O:12])[C:5]2=[N:6][CH:7]=1.[C:21](=[O:28])([O:23][C:24]([CH3:27])([CH3:26])[CH3:25])[NH2:22].C(=O)([O-])[O-].[K+].[K+], predict the reaction product. (6) Given the reactants [CH3:1][O:2][C:3]1[CH:4]=[C:5]([CH:8]=[C:9]([O:20][CH3:21])[C:10]=1[O:11][CH2:12][CH2:13][C:14]1[CH:19]=[CH:18][CH:17]=[CH:16][CH:15]=1)[CH:6]=O.[ClH:22].CO.C(O[CH:28](OCC)[CH2:29][NH:30][CH2:31][C:32]1[CH:37]=[CH:36][CH:35]=[C:34]([O:38][CH2:39][CH3:40])[C:33]=1[OH:41])C, predict the reaction product. The product is: [ClH:22].[CH3:1][O:2][C:3]1[CH:4]=[C:5]([CH:8]=[C:9]([O:20][CH3:21])[C:10]=1[O:11][CH2:12][CH2:13][C:14]1[CH:19]=[CH:18][CH:17]=[CH:16][CH:15]=1)[CH2:6][C:28]1[C:37]2[C:32](=[C:33]([OH:41])[C:34]([O:38][CH2:39][CH3:40])=[CH:35][CH:36]=2)[CH:31]=[N:30][CH:29]=1. (7) Given the reactants Br[CH2:2][C:3]1[CH:12]=[CH:11][CH:10]=[C:9]([N+:13]([O-:15])=[O:14])[C:4]=1[C:5](OC)=[O:6].[NH3:16], predict the reaction product. The product is: [N+:13]([C:9]1[CH:10]=[CH:11][CH:12]=[C:3]2[C:4]=1[C:5](=[O:6])[NH:16][CH2:2]2)([O-:15])=[O:14].